Dataset: Full USPTO retrosynthesis dataset with 1.9M reactions from patents (1976-2016). Task: Predict the reactants needed to synthesize the given product. The reactants are: Cl[C:2]([C:4]1[CH:47]=[CH:46][C:7]([CH2:8][O:9][CH:10]2[CH:15]([C:16]3[CH:21]=[CH:20][C:19]([O:22][CH2:23][CH2:24][CH2:25][O:26][CH2:27][C:28]4[CH:33]=[CH:32][CH:31]=[CH:30][C:29]=4[O:34][CH3:35])=[CH:18][CH:17]=3)[CH2:14][CH2:13][N:12]([C:36]([O:38][CH2:39][C:40]3[CH:45]=[CH:44][CH:43]=[CH:42][CH:41]=3)=[O:37])[CH2:11]2)=[CH:6][C:5]=1[O:48][CH2:49][CH2:50][CH2:51][O:52][CH3:53])=[O:3].[NH3:54]. Given the product [C:2]([C:4]1[CH:47]=[CH:46][C:7]([CH2:8][O:9][CH:10]2[CH:15]([C:16]3[CH:21]=[CH:20][C:19]([O:22][CH2:23][CH2:24][CH2:25][O:26][CH2:27][C:28]4[CH:33]=[CH:32][CH:31]=[CH:30][C:29]=4[O:34][CH3:35])=[CH:18][CH:17]=3)[CH2:14][CH2:13][N:12]([C:36]([O:38][CH2:39][C:40]3[CH:45]=[CH:44][CH:43]=[CH:42][CH:41]=3)=[O:37])[CH2:11]2)=[CH:6][C:5]=1[O:48][CH2:49][CH2:50][CH2:51][O:52][CH3:53])(=[O:3])[NH2:54], predict the reactants needed to synthesize it.